From a dataset of Forward reaction prediction with 1.9M reactions from USPTO patents (1976-2016). Predict the product of the given reaction. (1) The product is: [CH2:1]([O:5][CH2:6][CH2:7][O:8][C:9]1[CH:10]=[CH:11][C:12]([C:15]2[CH:16]=[CH:17][C:18]3[N:24]([CH2:25][CH:26]([CH3:27])[CH3:28])[CH2:23][CH2:22][C:21]([C:29]([NH:31][C:32]4[CH:33]=[CH:34][C:35]([S:38]([CH2:39][C:40]5[N:41]([CH2:45][CH:46]([CH3:48])[CH3:47])[CH:42]=[CH:43][N:44]=5)=[O:58])=[CH:36][CH:37]=4)=[O:30])=[CH:20][C:19]=3[CH:49]=2)=[CH:13][CH:14]=1)[CH2:2][CH2:3][CH3:4]. Given the reactants [CH2:1]([O:5][CH2:6][CH2:7][O:8][C:9]1[CH:14]=[CH:13][C:12]([C:15]2[CH:16]=[CH:17][C:18]3[N:24]([CH2:25][CH:26]([CH3:28])[CH3:27])[CH2:23][CH2:22][C:21]([C:29]([NH:31][C:32]4[CH:37]=[CH:36][C:35]([S:38][CH2:39][C:40]5[N:41]([CH2:45][CH:46]([CH3:48])[CH3:47])[CH:42]=[CH:43][N:44]=5)=[CH:34][CH:33]=4)=[O:30])=[CH:20][C:19]=3[CH:49]=2)=[CH:11][CH:10]=1)[CH2:2][CH2:3][CH3:4].ClC1C=CC=C(C(OO)=[O:58])C=1.S([O-])([O-])(=O)=S.[Na+].[Na+], predict the reaction product. (2) Given the reactants [I-:1].[Ce+3:2].[I-].[I-].[C:5]([C:9]1[N-:10][C:11]([C:19]([CH3:23])([CH3:22])[CH2:20][CH3:21])=[C:12]([C:14]([CH3:18])([CH3:17])[CH2:15][CH3:16])[N:13]=1)([CH3:8])([CH3:7])[CH3:6].[K+].[CH2:25]1[CH2:29][O:28][CH2:27][CH2:26]1, predict the reaction product. The product is: [O:28]1[CH2:29][CH2:25][CH2:26][CH2:27]1.[O:28]1[CH2:29][CH2:25][CH2:26][CH2:27]1.[I-:1].[I-:1].[C:5]([C:9]1[N-:13][C:12]([C:14]([CH3:17])([CH3:18])[CH2:15][CH3:16])=[C:11]([C:19]([CH3:23])([CH3:22])[CH2:20][CH3:21])[N:10]=1)([CH3:8])([CH3:7])[CH3:6].[Ce+3:2].